Dataset: Forward reaction prediction with 1.9M reactions from USPTO patents (1976-2016). Task: Predict the product of the given reaction. (1) Given the reactants Cl[C:2]1[N:10]=[C:9]2[C:5]([N:6]=[CH:7][N:8]2[CH:11]2[CH2:16][CH2:15][CH2:14][CH2:13][O:12]2)=[C:4]([NH:17][C@H:18]([CH3:23])[C:19]([CH3:22])([CH3:21])[CH3:20])[N:3]=1.[NH2:24][C:25]1[CH:26]=[C:27]([NH:31][S:32]([CH2:35][CH2:36]OCC2C=CC=CC=2)(=[O:34])=[O:33])[CH:28]=[CH:29][CH:30]=1.C1C=CC(P(C2C=CC3C(=CC=CC=3)C=2C2C3C(=CC=CC=3)C=CC=2P(C2C=CC=CC=2)C2C=CC=CC=2)C2C=CC=CC=2)=CC=1.C(=O)([O-])[O-].[Cs+].[Cs+], predict the reaction product. The product is: [O:12]1[CH2:13][CH2:14][CH2:15][CH2:16][CH:11]1[N:8]1[CH:7]=[N:6][C:5]2[C:9]1=[N:10][C:2]([NH:24][C:25]1[CH:26]=[C:27]([NH:31][S:32]([CH:35]=[CH2:36])(=[O:34])=[O:33])[CH:28]=[CH:29][CH:30]=1)=[N:3][C:4]=2[NH:17][C@H:18]([CH3:23])[C:19]([CH3:22])([CH3:21])[CH3:20]. (2) Given the reactants Br[C:2]1[CH:11]=[C:10]2[C:5]([CH2:6][CH2:7][CH2:8][NH:9]2)=[CH:4][CH:3]=1.[B:12]1([B:12]2[O:16][C:15]([CH3:18])([CH3:17])[C:14]([CH3:20])([CH3:19])[O:13]2)[O:16][C:15]([CH3:18])([CH3:17])[C:14]([CH3:20])([CH3:19])[O:13]1.C([O-])(=O)C.[K+].C1(P(C2CCCCC2)C2C=CC=CC=2C2C(C(C)C)=CC(C(C)C)=CC=2C(C)C)CCCCC1, predict the reaction product. The product is: [CH3:19][C:14]1([CH3:20])[C:15]([CH3:18])([CH3:17])[O:16][B:12]([C:2]2[CH:11]=[C:10]3[C:5]([CH2:6][CH2:7][CH2:8][NH:9]3)=[CH:4][CH:3]=2)[O:13]1. (3) Given the reactants [OH-].[Li+].[CH2:3]([O:7][C:8]1[CH:9]=[C:10]([CH2:28][CH2:29][C:30]([O:32]C)=[O:31])[CH:11]=[CH:12][C:13]=1[CH2:14][CH2:15][CH2:16][C:17]1[CH:22]=[CH:21][C:20]([O:23][CH2:24][CH3:25])=[C:19]([O:26][CH3:27])[CH:18]=1)[CH2:4][CH2:5][CH3:6], predict the reaction product. The product is: [CH2:3]([O:7][C:8]1[CH:9]=[C:10]([CH2:28][CH2:29][C:30]([OH:32])=[O:31])[CH:11]=[CH:12][C:13]=1[CH2:14][CH2:15][CH2:16][C:17]1[CH:22]=[CH:21][C:20]([O:23][CH2:24][CH3:25])=[C:19]([O:26][CH3:27])[CH:18]=1)[CH2:4][CH2:5][CH3:6]. (4) Given the reactants [C:1]([NH2:10])(=[O:9])[C:2]1[C:3](=[CH:5][CH:6]=[CH:7][CH:8]=1)[NH2:4].[C:11](O)(=O)[CH3:12], predict the reaction product. The product is: [CH3:11][C:12]1[NH:10][C:1](=[O:9])[C:2]2[C:3](=[CH:5][CH:6]=[CH:7][CH:8]=2)[N:4]=1. (5) Given the reactants CS([C:5]1[N:10]=[C:9]([O:11][CH2:12][CH3:13])[C:8]([C:14]2[CH:19]=[CH:18][C:17]([Cl:20])=[CH:16][CH:15]=2)=[C:7]([C:21]2[CH:26]=[CH:25][C:24]([Cl:27])=[CH:23][C:22]=2[Cl:28])[N:6]=1)(=O)=O.[H-].[Na+].[F:31][C:32]1[CH:33]=[C:34]([CH:37]=[CH:38][C:39]=1[F:40])[CH2:35][OH:36], predict the reaction product. The product is: [F:31][C:32]1[CH:33]=[C:34]([CH:37]=[CH:38][C:39]=1[F:40])[CH2:35][O:36][C:5]1[N:10]=[C:9]([O:11][CH2:12][CH3:13])[C:8]([C:14]2[CH:19]=[CH:18][C:17]([Cl:20])=[CH:16][CH:15]=2)=[C:7]([C:21]2[CH:26]=[CH:25][C:24]([Cl:27])=[CH:23][C:22]=2[Cl:28])[N:6]=1.